Task: Predict the reaction yield, written as a fraction of the theoretical maximum amount of product (1.0 means a 100% yield; for example, 0.34 means a 34% yield).. Dataset: Reaction yield outcomes from USPTO patents with 853,638 reactions (1) The reactants are [NH2:1][C:2]1[CH:3]=[C:4]([N:8]([CH2:16][C:17]2[CH:22]=[CH:21][CH:20]=[C:19]([O:23][C:24]([F:29])([F:28])[CH:25]([F:27])[F:26])[CH:18]=2)[CH2:9][CH:10]([OH:15])[C:11]([F:14])([F:13])[F:12])[CH:5]=[CH:6][CH:7]=1.C(N(CC)CC)C.[F:37][C:38]1[CH:43]=[CH:42][C:41]([N:44]=[C:45]=[O:46])=[CH:40][CH:39]=1. The catalyst is ClCCl. The product is [F:37][C:38]1[CH:43]=[CH:42][C:41]([NH:44][C:45]([NH:1][C:2]2[CH:7]=[CH:6][CH:5]=[C:4]([N:8]([CH2:16][C:17]3[CH:22]=[CH:21][CH:20]=[C:19]([O:23][C:24]([F:28])([F:29])[CH:25]([F:26])[F:27])[CH:18]=3)[CH2:9][CH:10]([OH:15])[C:11]([F:14])([F:13])[F:12])[CH:3]=2)=[O:46])=[CH:40][CH:39]=1. The yield is 0.400. (2) The reactants are [Br:1][C:2]1[CH:15]=[CH:14][C:5]2[N:6]=[C:7]([CH:9]3[CH2:12][C:11](=C)[CH2:10]3)[S:8][C:4]=2[CH:3]=1.I([O-])(=O)(=O)=[O:17].[Na+]. The catalyst is C1COCC1.O.[Os](=O)(=O)(=O)=O. The product is [Br:1][C:2]1[CH:15]=[CH:14][C:5]2[N:6]=[C:7]([CH:9]3[CH2:12][C:11](=[O:17])[CH2:10]3)[S:8][C:4]=2[CH:3]=1. The yield is 0.760. (3) The reactants are [C:1]1([CH:7]=[CH:8][C:9](=[O:21])[CH2:10][C:11](=[O:20])[CH:12]=[CH:13][C:14]2[CH:19]=[CH:18][CH:17]=[CH:16][CH:15]=2)[CH:6]=[CH:5][CH:4]=[CH:3][CH:2]=1.[OH-].[Na+].O.[CH2:25](Br)[C:26]1[CH:31]=[CH:30][CH:29]=[CH:28][CH:27]=1. The catalyst is ClCCl.[Cl-].C([N+](CCCC)(CCCC)CCCC)CCC. The product is [CH2:25]([C:10]([CH2:7][C:1]1[CH:6]=[CH:5][CH:4]=[CH:3][CH:2]=1)([C:11](=[O:20])[CH:12]=[CH:13][C:14]1[CH:15]=[CH:16][CH:17]=[CH:18][CH:19]=1)[C:9](=[O:21])[CH:8]=[CH:7][C:1]1[CH:2]=[CH:3][CH:4]=[CH:5][CH:6]=1)[C:26]1[CH:31]=[CH:30][CH:29]=[CH:28][CH:27]=1. The yield is 0.610.